Dataset: Forward reaction prediction with 1.9M reactions from USPTO patents (1976-2016). Task: Predict the product of the given reaction. (1) Given the reactants [CH3:1][C:2]([CH3:22])=[CH:3][CH2:4][CH2:5]/[C:6](/[CH3:21])=[CH:7]/[CH2:8][CH2:9]/[C:10](/[CH3:20])=[CH:11]/[CH2:12][S:13][CH2:14][C@H:15]([NH2:19])[C:16]([OH:18])=[O:17].C(N(CC)C(C)C)(C)C.[Li+].[OH-:33].[C:34]([O:37]CC)(=[O:36])[CH3:35], predict the reaction product. The product is: [C:34]([C:35]([NH:19][C@@H:15]([CH2:14][S:13][CH2:12]/[CH:11]=[C:10](\[CH3:20])/[CH2:9][CH2:8]/[CH:7]=[C:6](\[CH3:21])/[CH2:5][CH2:4][CH:3]=[C:2]([CH3:22])[CH3:1])[C:16]([OH:18])=[O:17])=[O:33])([OH:37])=[O:36]. (2) Given the reactants [Br:1][C:2]1[N:7]2[N:8]=[CH:9][N:10]=[C:6]2[C:5](Br)=[N:4][CH:3]=1.[C:12]([SiH2:16][O:17][C:18]([CH3:33])([CH3:32])[C:19]1[CH:20]=[C:21]([NH2:31])[CH:22]=[CH:23][C:24]=1[N:25]1[CH2:30][CH2:29][O:28][CH2:27][CH2:26]1)([CH3:15])([CH3:14])[CH3:13].C(N(C(C)C)C(C)C)C, predict the reaction product. The product is: [Br:1][C:2]1[N:7]2[N:8]=[CH:9][N:10]=[C:6]2[C:5]([NH:31][C:21]2[CH:22]=[CH:23][C:24]([N:25]3[CH2:26][CH2:27][O:28][CH2:29][CH2:30]3)=[C:19]([C:18]([CH3:33])([CH3:32])[O:17][SiH2:16][C:12]([CH3:15])([CH3:14])[CH3:13])[CH:20]=2)=[N:4][CH:3]=1.